This data is from Full USPTO retrosynthesis dataset with 1.9M reactions from patents (1976-2016). The task is: Predict the reactants needed to synthesize the given product. (1) Given the product [O:18]1[CH:22]=[CH:21][CH:20]=[C:19]1[C:23](=[O:24])[CH2:17][C:14]1[CH:15]=[CH:16][N:11]=[CH:12][CH:13]=1, predict the reactants needed to synthesize it. The reactants are: C[Si]([N-][Si](C)(C)C)(C)C.[Li+].[N:11]1[CH:16]=[CH:15][C:14]([CH3:17])=[CH:13][CH:12]=1.[O:18]1[CH:22]=[CH:21][CH:20]=[C:19]1[C:23](OCC)=[O:24].CCCCCC. (2) Given the product [CH:13]1([O:16][C:17]2[CH:22]=[CH:21][C:20]([N:23]3[C:28](=[O:29])[C:27]([CH2:30][C:31]4[CH:36]=[CH:35][C:34]([C:37]5[CH:42]=[CH:41][CH:40]=[CH:39][C:38]=5[C:43]5[NH:3][C:4](=[O:7])[O:5][N:44]=5)=[CH:33][CH:32]=4)=[C:26]([CH2:45][CH2:46][CH3:47])[N:25]=[C:24]3[CH3:48])=[CH:19][C:18]=2[F:49])[CH2:14][CH2:15]1, predict the reactants needed to synthesize it. The reactants are: [Cl-].O[NH3+:3].[C:4](=[O:7])([O-])[OH:5].[Na+].CS(C)=O.[CH:13]1([O:16][C:17]2[CH:22]=[CH:21][C:20]([N:23]3[C:28](=[O:29])[C:27]([CH2:30][C:31]4[CH:36]=[CH:35][C:34]([C:37]5[C:38]([C:43]#[N:44])=[CH:39][CH:40]=[CH:41][CH:42]=5)=[CH:33][CH:32]=4)=[C:26]([CH2:45][CH2:46][CH3:47])[N:25]=[C:24]3[CH3:48])=[CH:19][C:18]=2[F:49])[CH2:15][CH2:14]1. (3) The reactants are: [O:1]1[CH:5]=[CH:4][CH:3]=[CH:2]1.[CH:6]([S:8]([O:11][CH3:12])(=[O:10])=[O:9])=[CH2:7]. Given the product [CH:5]12[O:1][CH:2]([CH:6]([S:8]([O:11][CH3:12])(=[O:10])=[O:9])[CH2:7]1)[CH:3]=[CH:4]2, predict the reactants needed to synthesize it. (4) Given the product [CH3:4][C:2]([C:5]1[C:10]([C:11]2[CH:16]=[C:15]([O:17][CH3:18])[CH:14]=[CH:13][C:12]=2[F:19])=[CH:9][C:8]([CH2:20][O:21][C:22]2[CH:27]=[CH:26][C:25]([C@H:28](/[CH:35]=[CH:36]/[CH3:37])[CH2:29][C:30]([OH:32])=[O:31])=[C:24]([CH3:38])[CH:23]=2)=[CH:7][CH:6]=1)([CH3:1])[CH3:3], predict the reactants needed to synthesize it. The reactants are: [CH3:1][C:2]([C:5]1[C:10]([C:11]2[CH:16]=[C:15]([O:17][CH3:18])[CH:14]=[CH:13][C:12]=2[F:19])=[CH:9][C:8]([CH2:20][O:21][C:22]2[CH:27]=[CH:26][C:25]([C@H:28](/[CH:35]=[CH:36]/[CH3:37])[CH2:29][C:30]([O:32]CC)=[O:31])=[C:24]([CH3:38])[CH:23]=2)=[CH:7][CH:6]=1)([CH3:4])[CH3:3].C1COCC1.CCO.[OH-].[Na+]. (5) Given the product [C:27]1([C:12]2[CH:11]=[CH:10][C:9]3[N:8]([C:4]4[CH:5]=[C:6]([C:37]5[CH:38]=[CH:39][CH:40]=[C:35]([O:34][CH3:33])[CH:36]=5)[CH:7]=[CH:2][CH:3]=4)[C:20]4[C:15]([C:14]=3[CH:13]=2)=[CH:16][C:17]([C:21]2[CH:26]=[CH:25][CH:24]=[CH:23][CH:22]=2)=[CH:18][CH:19]=4)[CH:32]=[CH:31][CH:30]=[CH:29][CH:28]=1, predict the reactants needed to synthesize it. The reactants are: Br[C:2]1[CH:3]=[C:4]([N:8]2[C:20]3[CH:19]=[CH:18][C:17]([C:21]4[CH:26]=[CH:25][CH:24]=[CH:23][CH:22]=4)=[CH:16][C:15]=3[C:14]3[C:9]2=[CH:10][CH:11]=[C:12]([C:27]2[CH:32]=[CH:31][CH:30]=[CH:29][CH:28]=2)[CH:13]=3)[CH:5]=[CH:6][CH:7]=1.[CH3:33][O:34][C:35]1[CH:36]=[C:37](B(O)O)[CH:38]=[CH:39][CH:40]=1.C1(C)C=CC=CC=1.C(=O)([O-])[O-].[Na+].[Na+].